This data is from Catalyst prediction with 721,799 reactions and 888 catalyst types from USPTO. The task is: Predict which catalyst facilitates the given reaction. (1) Reactant: [CH3:1][N:2]1[C:6]([C:7]([C:9]2[S:10][CH:11]=[CH:12][CH:13]=2)=O)=[CH:5][N:4]=[CH:3]1.Cl.[NH2:15][OH:16]. Product: [OH:16][N:15]=[C:7]([C:6]1[N:2]([CH3:1])[CH:3]=[N:4][CH:5]=1)[C:9]1[S:10][CH:11]=[CH:12][CH:13]=1. The catalyst class is: 17. (2) Reactant: [CH2:1]([O:3][C:4]([N:6]([CH2:14][C:15]([O:17]CC)=O)[CH2:7][CH2:8][C:9]([O:11][CH2:12][CH3:13])=[O:10])=[O:5])[CH3:2].CC[O-].[Na+]. Product: [O:17]=[C:15]1[CH2:14][N:6]([C:4]([O:3][CH2:1][CH3:2])=[O:5])[CH2:7][CH:8]1[C:9]([O:11][CH2:12][CH3:13])=[O:10]. The catalyst class is: 14. (3) Reactant: [Si]([O:8][CH2:9][CH2:10][O:11][C:12]1[CH:17]=[CH:16][N:15]=[C:14]([NH:18][C:19]2[CH:20]=[C:21]([C:26]3[S:30][C:29]([C:31]4([OH:39])[CH2:36][O:35]C(C)(C)[O:33][CH2:32]4)=[N:28][CH:27]=3)[CH:22]=[C:23]([CH3:25])[CH:24]=2)[N:13]=1)(C(C)(C)C)(C)C.Cl. Product: [OH:8][CH2:9][CH2:10][O:11][C:12]1[CH:17]=[CH:16][N:15]=[C:14]([NH:18][C:19]2[CH:20]=[C:21]([C:26]3[S:30][C:29]([C:31]([OH:39])([CH2:36][OH:35])[CH2:32][OH:33])=[N:28][CH:27]=3)[CH:22]=[C:23]([CH3:25])[CH:24]=2)[N:13]=1. The catalyst class is: 83. (4) Reactant: C([O:5][C:6]([C:8]1[CH:9]=[C:10]2[C:23](=[CH:24][CH:25]=1)[C@@H:22]1[C@H:13]([C@H:14]3[C@@:18]([CH2:20][CH2:21]1)([CH3:19])[C:17]([F:27])([F:26])[CH2:16][C@@H:15]3[CH2:28][CH2:29][CH2:30][C:31]([N:33]1[CH2:38][CH2:37][O:36][CH2:35][CH2:34]1)=[O:32])[CH2:12][CH2:11]2)=[O:7])CCC.[Li+].[OH-].CO. Product: [N:33]1([C:31](=[O:32])[CH2:30][CH2:29][CH2:28][C@@H:15]2[C@H:14]3[C@H:13]4[C@H:22]([CH2:21][CH2:20][C@:18]3([CH3:19])[C:17]([F:26])([F:27])[CH2:16]2)[C:23]2[C:10](=[CH:9][C:8]([C:6]([OH:7])=[O:5])=[CH:25][CH:24]=2)[CH2:11][CH2:12]4)[CH2:38][CH2:37][O:36][CH2:35][CH2:34]1. The catalyst class is: 6. (5) Reactant: [CH:1]1([CH2:4][O:5][C:6]2[C:11]([O:12][CH3:13])=[CH:10][CH:9]=[CH:8][C:7]=2/[CH:14]=[CH:15]/[C:16]2[O:17][C:18]3[C:23]([C:24](=[O:27])[C:25]=2I)=[CH:22][C:21]([F:28])=[CH:20][C:19]=3[F:29])[CH2:3][CH2:2]1.[C:30]([C:32]1[CH:37]=[CH:36][C:35](B(O)O)=[CH:34][CH:33]=1)#[N:31]. Product: [CH:1]1([CH2:4][O:5][C:6]2[C:11]([O:12][CH3:13])=[CH:10][CH:9]=[CH:8][C:7]=2/[CH:14]=[CH:15]/[C:16]2[O:17][C:18]3[C:23]([C:24](=[O:27])[C:25]=2[C:35]2[CH:36]=[CH:37][C:32]([C:30]#[N:31])=[CH:33][CH:34]=2)=[CH:22][C:21]([F:28])=[CH:20][C:19]=3[F:29])[CH2:3][CH2:2]1. The catalyst class is: 73. (6) Reactant: C[Si](C)(C)CCOC[N:7]1[CH:11]=[CH:10][N:9]=[C:8]1[NH:12][C:13]([C:15]1[C:16]2[N:17]=[CH:18][CH:19]=[N:20][C:21]=2[C:22]([C:25]2[C:30]([Cl:31])=[C:29]([O:32][CH3:33])[CH:28]=[C:27]([O:34][CH3:35])[C:26]=2[Cl:36])=[CH:23][CH:24]=1)=[O:14].Cl.C([O-])([O-])=O.[Na+].[Na+]. Product: [NH:9]1[CH:10]=[CH:11][N:7]=[C:8]1[NH:12][C:13]([C:15]1[C:16]2[N:17]=[CH:18][CH:19]=[N:20][C:21]=2[C:22]([C:25]2[C:26]([Cl:36])=[C:27]([O:34][CH3:35])[CH:28]=[C:29]([O:32][CH3:33])[C:30]=2[Cl:31])=[CH:23][CH:24]=1)=[O:14]. The catalyst class is: 14.